The task is: Predict which catalyst facilitates the given reaction.. This data is from Catalyst prediction with 721,799 reactions and 888 catalyst types from USPTO. (1) Reactant: [CH2:1]([O:8][C:9]1[C:10]([CH3:27])=[N:11][C:12]([N:20]2C(C)=CC=C2C)=[N:13][C:14]=1[CH2:15][CH2:16][CH2:17][CH2:18][CH3:19])[C:2]1[CH:7]=[CH:6][CH:5]=[CH:4][CH:3]=1.Cl.NO.O.[OH-].[Na+]. Product: [CH2:1]([O:8][C:9]1[C:10]([CH3:27])=[N:11][C:12]([NH2:20])=[N:13][C:14]=1[CH2:15][CH2:16][CH2:17][CH2:18][CH3:19])[C:2]1[CH:7]=[CH:6][CH:5]=[CH:4][CH:3]=1. The catalyst class is: 40. (2) Reactant: [NH:1]1[C:9]2[C:4](=[CH:5][CH:6]=[CH:7][CH:8]=2)[CH:3]=[CH:2]1.[CH2:10](Cl)[C:11]1[CH:16]=[CH:15][CH:14]=[CH:13][CH:12]=1.[OH-].[K+]. Product: [CH2:10]([N:1]1[C:9]2[C:4](=[CH:5][CH:6]=[CH:7][CH:8]=2)[CH:3]=[CH:2]1)[C:11]1[CH:16]=[CH:15][CH:14]=[CH:13][CH:12]=1. The catalyst class is: 21. (3) Product: [ClH:1].[F:2][C:3]1[CH:4]=[C:5]([C:10]2[C:18]3[C:13](=[CH:14][C:15]([O:19][CH2:20][CH2:21][CH:22]4[CH2:27][CH2:26][N:25]([CH3:37])[CH2:24][CH2:23]4)=[CH:16][CH:17]=3)[C:12](=[O:28])[C:11]=2[C:29]2[CH:30]=[N:31][CH:32]=[CH:33][CH:34]=2)[CH:6]=[C:7]([F:9])[CH:8]=1. The catalyst class is: 2. Reactant: [ClH:1].[F:2][C:3]1[CH:4]=[C:5]([C:10]2[C:18]3[C:13](=[CH:14][C:15]([O:19][CH2:20][CH2:21][CH:22]4[CH2:27][CH2:26][NH:25][CH2:24][CH2:23]4)=[CH:16][CH:17]=3)[C:12](=[O:28])[C:11]=2[C:29]2[CH:30]=[N:31][CH:32]=[CH:33][CH:34]=2)[CH:6]=[C:7]([F:9])[CH:8]=1.C=O.[C:37](O[BH-](OC(=O)C)OC(=O)C)(=O)C.[Na+]. (4) Reactant: [NH2:1][C:2]1[S:3][C:4]2[CH:10]=[CH:9][CH:8]=[CH:7][C:5]=2[N:6]=1.BrCC([C:15]1[CH:20]=[CH:19][C:18]([N+:21]([O-])=O)=[CH:17][CH:16]=1)=O.O.OS(O)(=O)=O.[CH2:30](O)[CH3:31]. Product: [N:1]1[C:30]([NH:21][C:18]2[CH:17]=[CH:16][CH:15]=[CH:20][CH:19]=2)=[CH:31][N:6]2[C:5]3[CH:7]=[CH:8][CH:9]=[CH:10][C:4]=3[S:3][C:2]=12. The catalyst class is: 292. (5) Reactant: [F:1][C:2]1[CH:10]=[CH:9][C:8]2[NH:7][C:6]3[CH:11]=[N:12][N:13]([CH:14]4[CH2:19][CH2:18][CH2:17][CH2:16][O:15]4)[C:5]=3[C:4]=2[CH:3]=1.[OH-].[K+].CC(C)=O.Br[CH2:27][C:28]1[CH:37]=[CH:36][C:31]([C:32]([O:34][CH3:35])=[O:33])=[CH:30][CH:29]=1. Product: [F:1][C:2]1[CH:10]=[CH:9][C:8]2[N:7]([CH2:27][C:28]3[CH:37]=[CH:36][C:31]([C:32]([O:34][CH3:35])=[O:33])=[CH:30][CH:29]=3)[C:6]3[CH:11]=[N:12][N:13]([CH:14]4[CH2:19][CH2:18][CH2:17][CH2:16][O:15]4)[C:5]=3[C:4]=2[CH:3]=1. The catalyst class is: 8. (6) Reactant: [NH:1]1[CH:5]=[CH:4][N:3]=[CH:2]1.[H-].[Na+].F[C:9]1[CH:14]=[CH:13][C:12]([N+:15]([O-:17])=[O:16])=[CH:11][C:10]=1[C:18]([F:21])([F:20])[F:19].[C:22]([O-])(O)=O.[Na+]. Product: [CH3:22][C:2]1[N:1]([C:9]2[CH:14]=[CH:13][C:12]([N+:15]([O-:17])=[O:16])=[CH:11][C:10]=2[C:18]([F:21])([F:20])[F:19])[CH:5]=[CH:4][N:3]=1. The catalyst class is: 3. (7) Reactant: [NH2:1][C:2]1[N:7]=[CH:6][C:5]([O:8][C:9]2[C:10]([CH3:24])=[N:11][N:12]([C:15]3[CH:22]=[CH:21][C:18]([C:19]#[N:20])=[C:17]([Cl:23])[CH:16]=3)[C:13]=2[CH3:14])=[CH:4][CH:3]=1.C(N(CC)CC)C.[CH3:32][S:33](Cl)(=[O:35])=[O:34].O. Product: [Cl:23][C:17]1[CH:16]=[C:15]([N:12]2[C:13]([CH3:14])=[C:9]([O:8][C:5]3[CH:4]=[CH:3][C:2]([NH:1][S:33]([CH3:32])(=[O:35])=[O:34])=[N:7][CH:6]=3)[C:10]([CH3:24])=[N:11]2)[CH:22]=[CH:21][C:18]=1[C:19]#[N:20]. The catalyst class is: 1.